Task: Predict which catalyst facilitates the given reaction.. Dataset: Catalyst prediction with 721,799 reactions and 888 catalyst types from USPTO (1) Reactant: [C:1]([O:5][C:6](=[O:22])[N:7]([CH2:20][CH3:21])[CH2:8][CH2:9][O:10][C:11]1[CH:16]=[CH:15][C:14]([N+:17]([O-])=O)=[CH:13][CH:12]=1)([CH3:4])([CH3:3])[CH3:2]. Product: [C:1]([O:5][C:6](=[O:22])[N:7]([CH2:8][CH2:9][O:10][C:11]1[CH:12]=[CH:13][C:14]([NH2:17])=[CH:15][CH:16]=1)[CH2:20][CH3:21])([CH3:2])([CH3:3])[CH3:4]. The catalyst class is: 29. (2) Reactant: Br[C:2]1[C:3](=[O:32])[N:4]([CH2:24][CH2:25][C:26]2[CH:31]=[CH:30][CH:29]=[CH:28][CH:27]=2)[C:5]([C:9]2[CH:14]=[CH:13][CH:12]=[C:11]([F:15])[C:10]=2[O:16][CH2:17][C:18]2[CH:23]=[CH:22][CH:21]=[CH:20][CH:19]=2)=[N:6][C:7]=1[CH3:8].C[Sn](C)(C)[C:35]1[S:39][C:38]([C:40]2[O:44][CH:43]=[N:42][CH:41]=2)=[CH:37][CH:36]=1.[F-].[Cs+]. Product: [F:15][C:11]1[C:10]([O:16][CH2:17][C:18]2[CH:23]=[CH:22][CH:21]=[CH:20][CH:19]=2)=[C:9]([C:5]2[N:4]([CH2:24][CH2:25][C:26]3[CH:31]=[CH:30][CH:29]=[CH:28][CH:27]=3)[C:3](=[O:32])[C:2]([C:35]3[S:39][C:38]([C:40]4[O:44][CH:43]=[N:42][CH:41]=4)=[CH:37][CH:36]=3)=[C:7]([CH3:8])[N:6]=2)[CH:14]=[CH:13][CH:12]=1. The catalyst class is: 12. (3) The catalyst class is: 2. Product: [C:21]([C:20]1[CH:23]=[CH:24][C:17]([C:5]2[N:4]([CH2:3][CH2:2][NH:1][S:34]([C:33]([F:46])([F:45])[F:32])(=[O:36])=[O:35])[CH:8]=[CH:7][C:6]=2[C:9]2[CH:10]=[CH:11][C:12]([O:15][CH3:16])=[CH:13][CH:14]=2)=[C:18]([CH3:25])[CH:19]=1)#[N:22]. Reactant: [NH2:1][CH2:2][CH2:3][N:4]1[CH:8]=[CH:7][C:6]([C:9]2[CH:14]=[CH:13][C:12]([O:15][CH3:16])=[CH:11][CH:10]=2)=[C:5]1[C:17]1[CH:24]=[CH:23][C:20]([C:21]#[N:22])=[CH:19][C:18]=1[CH3:25].N1C=CC=CC=1.[F:32][C:33]([F:46])([F:45])[S:34](O[S:34]([C:33]([F:46])([F:45])[F:32])(=[O:36])=[O:35])(=[O:36])=[O:35]. (4) Reactant: [CH2:1]([NH:3][C:4](=[O:25])[NH:5][C:6]1[CH:7]=[C:8]([C:13]([B:16]2[O:20]C(C)(C)C(C)(C)[O:17]2)=[CH:14][N:15]=1)[C:9](OC)=[O:10])[CH3:2].[NH3:26]. Product: [C:9]([C:8]1[CH:7]=[C:6]([NH:5][C:4]([NH:3][CH2:1][CH3:2])=[O:25])[N:15]=[CH:14][C:13]=1[B:16]([OH:20])[OH:17])(=[O:10])[NH2:26]. The catalyst class is: 5. (5) The catalyst class is: 526. Reactant: [Cl:1][C:2]1[CH:8]=[CH:7][C:5]([NH2:6])=[CH:4][C:3]=1[N+:9]([O-:11])=[O:10].C(N(CC)CC)C.Cl[C:20]([O:22][CH2:23][C:24]1[CH:29]=[CH:28][CH:27]=[CH:26][CH:25]=1)=[O:21]. Product: [CH2:23]([O:22][C:20]([NH:6][C:5]1[CH:7]=[CH:8][C:2]([Cl:1])=[C:3]([N+:9]([O-:11])=[O:10])[CH:4]=1)=[O:21])[C:24]1[CH:29]=[CH:28][CH:27]=[CH:26][CH:25]=1. (6) Reactant: [NH2:1][C@H:2]([CH3:17])[CH2:3][C:4]1[CH:5]=[C:6]2[C:10](=[CH:11][CH:12]=1)[NH:9][C:8]([C:13]([O:15][CH3:16])=[O:14])=[CH:7]2.[CH2:18]([O:25][C:26]1[CH:31]=[CH:30][C:29]([C@@H:32]([O:35][Si:36]([C:39]([CH3:42])([CH3:41])[CH3:40])([CH3:38])[CH3:37])[CH2:33]Br)=[CH:28][C:27]=1[CH2:43][OH:44])[C:19]1[CH:24]=[CH:23][CH:22]=[CH:21][CH:20]=1. Product: [NH3:1].[CH2:18]([O:25][C:26]1[CH:31]=[CH:30][C:29]([C@@H:32]([O:35][Si:36]([C:39]([CH3:41])([CH3:40])[CH3:42])([CH3:37])[CH3:38])[CH2:33][NH:1][C@H:2]([CH3:17])[CH2:3][C:4]2[CH:5]=[C:6]3[C:10](=[CH:11][CH:12]=2)[NH:9][C:8]([C:13]([O:15][CH3:16])=[O:14])=[CH:7]3)=[CH:28][C:27]=1[CH2:43][OH:44])[C:19]1[CH:20]=[CH:21][CH:22]=[CH:23][CH:24]=1. The catalyst class is: 4. (7) Reactant: [Br:1][C:2]1[CH:3]=[C:4](/[C:8](/[CH3:12])=[CH:9]/[CH2:10]O)[CH:5]=[CH:6][CH:7]=1.CC(OI1(OC(C)=O)(OC(C)=O)OC(=O)C2C=CC=CC1=2)=[O:15].C([O-])(O)=O.[Na+].[O-]S([O-])(=S)=O.[Na+].[Na+]. Product: [Br:1][C:2]1[CH:3]=[C:4]([C:8](=[CH:9][CH3:10])[CH:12]=[O:15])[CH:5]=[CH:6][CH:7]=1. The catalyst class is: 2.